This data is from Forward reaction prediction with 1.9M reactions from USPTO patents (1976-2016). The task is: Predict the product of the given reaction. (1) Given the reactants Br[C:2]1[S:10][C:9]2[C:4](=[N:5][CH:6]=[CH:7][C:8]=2[O:11][C:12]2[CH:17]=[CH:16][C:15]([N+:18]([O-:20])=[O:19])=[CH:14][C:13]=2[F:21])[CH:3]=1.[CH2:22]([N:24]([CH2:27][CH3:28])[CH2:25]C)C.[CH2:29]1COCC1, predict the reaction product. The product is: [F:21][C:13]1[CH:14]=[C:15]([N+:18]([O-:20])=[O:19])[CH:16]=[CH:17][C:12]=1[O:11][C:8]1[CH:7]=[CH:6][N:5]=[C:4]2[CH:3]=[C:2]([C:29]#[C:28][CH2:27][N:24]([CH3:25])[CH3:22])[S:10][C:9]=12. (2) Given the reactants C([N:8]1[CH2:13][CH2:12][N:11]([C:14]([O:16][C:17]([CH3:20])([CH3:19])[CH3:18])=[O:15])[C@H:10]([CH2:21][CH2:22][OH:23])[CH2:9]1)C1C=CC=CC=1, predict the reaction product. The product is: [OH:23][CH2:22][CH2:21][C@@H:10]1[CH2:9][NH:8][CH2:13][CH2:12][N:11]1[C:14]([O:16][C:17]([CH3:20])([CH3:19])[CH3:18])=[O:15]. (3) Given the reactants Cl.[NH2:2][C:3](=[NH:22])[CH2:4][C:5]1[CH:10]=[CH:9][C:8]([CH2:11][CH2:12][C:13]2[N:14]=[C:15]([NH:18][C:19](=[O:21])[CH3:20])[S:16][CH:17]=2)=[CH:7][CH:6]=1, predict the reaction product. The product is: [NH2:22][C:3](=[NH:2])[CH2:4][C:5]1[CH:10]=[CH:9][C:8]([CH2:11][CH2:12][C:13]2[N:14]=[C:15]([NH:18][C:19](=[O:21])[CH3:20])[S:16][CH:17]=2)=[CH:7][CH:6]=1. (4) Given the reactants C([Mg]Cl)(C)C.[Si:6]([O:13][CH2:14][C:15]([O:17]CC)=O)([C:9]([CH3:12])([CH3:11])[CH3:10])([CH3:8])[CH3:7].Cl.[CH3:21][NH:22][O:23][CH3:24], predict the reaction product. The product is: [Si:6]([O:13][CH2:14][C:15]([N:22]([O:23][CH3:24])[CH3:21])=[O:17])([C:9]([CH3:10])([CH3:11])[CH3:12])([CH3:7])[CH3:8]. (5) Given the reactants [Cl-].[NH+]1C=CC=CC=1.C[O:9][C:10]1[C:11]([NH:16][C:17]2[CH:22]=[CH:21][CH:20]=[CH:19][CH:18]=2)=[N:12][CH:13]=[CH:14][CH:15]=1, predict the reaction product. The product is: [C:17]1([NH:16][C:11]2[C:10]([OH:9])=[CH:15][CH:14]=[CH:13][N:12]=2)[CH:22]=[CH:21][CH:20]=[CH:19][CH:18]=1. (6) Given the reactants [H-].[Na+].[Br:3][C:4]1[CH:5]=[C:6]2[NH:12][CH:11]=[CH:10][C:7]2=[N:8][CH:9]=1.I[CH3:14], predict the reaction product. The product is: [Br:3][C:4]1[CH:5]=[C:6]2[N:12]([CH3:14])[CH:11]=[CH:10][C:7]2=[N:8][CH:9]=1.